This data is from Peptide-MHC class II binding affinity with 134,281 pairs from IEDB. The task is: Regression. Given a peptide amino acid sequence and an MHC pseudo amino acid sequence, predict their binding affinity value. This is MHC class II binding data. The binding affinity (normalized) is 0.240. The MHC is DRB1_0101 with pseudo-sequence DRB1_0101. The peptide sequence is PSSGNYVHCFRKPHD.